Dataset: NCI-60 drug combinations with 297,098 pairs across 59 cell lines. Task: Regression. Given two drug SMILES strings and cell line genomic features, predict the synergy score measuring deviation from expected non-interaction effect. (1) Drug 1: C(CC(=O)O)C(=O)CN.Cl. Drug 2: N.N.Cl[Pt+2]Cl. Cell line: SN12C. Synergy scores: CSS=19.8, Synergy_ZIP=-9.71, Synergy_Bliss=0.894, Synergy_Loewe=-16.5, Synergy_HSA=0.538. (2) Drug 1: C1=NC(=NC(=O)N1C2C(C(C(O2)CO)O)O)N. Drug 2: CN1C2=C(C=C(C=C2)N(CCCl)CCCl)N=C1CCCC(=O)O.Cl. Cell line: SK-MEL-5. Synergy scores: CSS=9.15, Synergy_ZIP=-4.55, Synergy_Bliss=-2.38, Synergy_Loewe=-2.19, Synergy_HSA=-0.737. (3) Drug 1: C1CN1P(=S)(N2CC2)N3CC3. Drug 2: CN(CCCl)CCCl.Cl. Cell line: A498. Synergy scores: CSS=11.1, Synergy_ZIP=-4.40, Synergy_Bliss=-1.90, Synergy_Loewe=-1.76, Synergy_HSA=-1.92. (4) Drug 1: CN(C(=O)NC(C=O)C(C(C(CO)O)O)O)N=O. Drug 2: COC1=C2C(=CC3=C1OC=C3)C=CC(=O)O2. Cell line: EKVX. Synergy scores: CSS=3.87, Synergy_ZIP=-0.740, Synergy_Bliss=0.722, Synergy_Loewe=1.67, Synergy_HSA=0.569. (5) Synergy scores: CSS=-8.81, Synergy_ZIP=5.25, Synergy_Bliss=0.0731, Synergy_Loewe=-4.48, Synergy_HSA=-6.26. Drug 1: CN(C)N=NC1=C(NC=N1)C(=O)N. Drug 2: CC1=C(C(CCC1)(C)C)C=CC(=CC=CC(=CC(=O)O)C)C. Cell line: SW-620. (6) Cell line: SN12C. Drug 1: C1CCN(CC1)CCOC2=CC=C(C=C2)C(=O)C3=C(SC4=C3C=CC(=C4)O)C5=CC=C(C=C5)O. Drug 2: C1CN(CCN1C(=O)CCBr)C(=O)CCBr. Synergy scores: CSS=23.3, Synergy_ZIP=-5.27, Synergy_Bliss=-1.00, Synergy_Loewe=-2.58, Synergy_HSA=-2.22.